Dataset: Catalyst prediction with 721,799 reactions and 888 catalyst types from USPTO. Task: Predict which catalyst facilitates the given reaction. (1) Reactant: [F:1][C:2]1[CH:7]=[C:6]([F:8])[CH:5]=[CH:4][C:3]=1[C:9]1[N:10]=[C:11]2[N:15]([C:16]=1[C:17]1[CH:18]=[CH:19][C:20]3[N:21]([C:23]([CH:26]([CH3:28])[CH3:27])=[N:24][N:25]=3)[N:22]=1)[CH:14]=[CH:13]O2.[CH3:29][NH2:30].O. Product: [F:1][C:2]1[CH:7]=[C:6]([F:8])[CH:5]=[CH:4][C:3]=1[C:9]1[N:10]=[C:11]2[N:30]([CH3:29])[CH:13]=[CH:14][N:15]2[C:16]=1[C:17]1[CH:18]=[CH:19][C:20]2[N:21]([C:23]([CH:26]([CH3:28])[CH3:27])=[N:24][N:25]=2)[N:22]=1. The catalyst class is: 12. (2) Reactant: Cl[C:2]1[C:7]([C:8]([C:10]2[NH:11][CH:12]=[CH:13][C:14]=2[C:15]2[CH:20]=[CH:19][CH:18]=[CH:17][CH:16]=2)=O)=[CH:6][CH:5]=[CH:4][N:3]=1.O.[NH2:22][NH2:23]. Product: [C:15]1([C:14]2[CH:13]=[CH:12][NH:11][C:10]=2[C:8]2[C:7]3[C:2](=[N:3][CH:4]=[CH:5][CH:6]=3)[NH:23][N:22]=2)[CH:20]=[CH:19][CH:18]=[CH:17][CH:16]=1. The catalyst class is: 8.